This data is from Forward reaction prediction with 1.9M reactions from USPTO patents (1976-2016). The task is: Predict the product of the given reaction. (1) Given the reactants [F:1][C:2]1[CH:3]=[C:4]([NH2:24])[CH:5]=[CH:6][C:7]=1[O:8][C:9]1[CH:14]=[CH:13][N:12]=[C:11]2[CH:15]=[C:16]([C:18]3[N:19]([CH3:23])[CH:20]=[CH:21][N:22]=3)[S:17][C:10]=12.[CH3:25][N:26]([C:33]1[CH:38]=[CH:37][CH:36]=[CH:35][CH:34]=1)[C:27](=[O:32])[CH2:28][C:29](O)=[O:30].F[P-](F)(F)(F)(F)F.N1(O[P+](N(C)C)(N(C)C)N(C)C)C2C=CC=CC=2N=N1.CCN(C(C)C)C(C)C, predict the reaction product. The product is: [F:1][C:2]1[CH:3]=[C:4]([NH:24][C:29](=[O:30])[CH2:28][C:27]([N:26]([CH3:25])[C:33]2[CH:34]=[CH:35][CH:36]=[CH:37][CH:38]=2)=[O:32])[CH:5]=[CH:6][C:7]=1[O:8][C:9]1[CH:14]=[CH:13][N:12]=[C:11]2[CH:15]=[C:16]([C:18]3[N:19]([CH3:23])[CH:20]=[CH:21][N:22]=3)[S:17][C:10]=12. (2) Given the reactants Br[C:2]1[C:3]([CH3:15])=[CH:4][C:5]([F:14])=[C:6]([CH:13]=1)[C:7]([NH:9][CH:10]1[CH2:12][CH2:11]1)=[O:8].[CH:16]1([CH2:19][NH:20][C:21](=[O:37])[C:22]2[CH:27]=[CH:26][C:25](B3OC(C)(C)C(C)(C)O3)=[CH:24][CH:23]=2)[CH2:18][CH2:17]1.C(=O)([O-])O.[Na+], predict the reaction product. The product is: [CH:10]1([NH:9][C:7]([C:6]2[CH:13]=[C:2]([C:25]3[CH:26]=[CH:27][C:22]([C:21]([NH:20][CH2:19][CH:16]4[CH2:18][CH2:17]4)=[O:37])=[CH:23][CH:24]=3)[C:3]([CH3:15])=[CH:4][C:5]=2[F:14])=[O:8])[CH2:12][CH2:11]1. (3) Given the reactants [H-].[Na+].[Cl:3][C:4]1[CH:5]=[C:6]([C:11]2([C:31]([F:34])([F:33])[F:32])[O:15][N:14]=[C:13]([C:16]3[CH:29]=[CH:28][C:19]([C:20]([NH:22][CH:23]4[CH2:27][CH2:26][CH2:25][O:24]4)=[O:21])=[C:18]([CH3:30])[CH:17]=3)[CH2:12]2)[CH:7]=[C:8]([Cl:10])[CH:9]=1.Cl[C:36]([O:38][CH3:39])=[O:37], predict the reaction product. The product is: [Cl:3][C:4]1[CH:5]=[C:6]([C:11]2([C:31]([F:33])([F:32])[F:34])[O:15][N:14]=[C:13]([C:16]3[CH:29]=[CH:28][C:19]([C:20]([N:22]([CH:23]4[CH2:27][CH2:26][CH2:25][O:24]4)[C:36](=[O:37])[O:38][CH3:39])=[O:21])=[C:18]([CH3:30])[CH:17]=3)[CH2:12]2)[CH:7]=[C:8]([Cl:10])[CH:9]=1. (4) Given the reactants [Cl:1][C:2]1[CH:3]=[CH:4][C:5]2[N:11]3[CH:12]=[CH:13][CH:14]=[C:10]3[C@@H:9]([CH2:15][CH:16]([OH:21])[CH2:17][C:18](O)=[O:19])[O:8][C@H:7]([C:22]3[CH:27]=[CH:26][CH:25]=[C:24]([O:28][CH3:29])[C:23]=3[O:30][CH3:31])[C:6]=2[CH:32]=1.[NH:33]1[CH2:38][CH2:37][CH:36]([CH2:39][C:40]([O:42][CH2:43][CH3:44])=[O:41])[CH2:35][CH2:34]1.ClC1C=CC2N3C=CC=C3[C@@H](CC(O)CC(N3CCN(C(=O)C(OCC)=O)CC3)=O)O[C@H](C3C=CC=C(OC)C=3OC)C=2C=1, predict the reaction product. The product is: [Cl:1][C:2]1[CH:3]=[CH:4][C:5]2[N:11]3[CH:12]=[CH:13][CH:14]=[C:10]3[C@@H:9]([CH2:15][CH:16]([OH:21])[CH2:17][C:18]([N:33]3[CH2:38][CH2:37][CH:36]([CH2:39][C:40]([O:42][CH2:43][CH3:44])=[O:41])[CH2:35][CH2:34]3)=[O:19])[O:8][C@H:7]([C:22]3[CH:27]=[CH:26][CH:25]=[C:24]([O:28][CH3:29])[C:23]=3[O:30][CH3:31])[C:6]=2[CH:32]=1. (5) Given the reactants Br[CH2:2][CH2:3][CH2:4][CH2:5][CH2:6][CH2:7][CH2:8][CH2:9][CH2:10][CH2:11][CH2:12][C:13]([O:15][CH3:16])=[O:14].[Na+].[CH3:18][S:19]([O-:21])=[O:20].[Na+].[I-], predict the reaction product. The product is: [CH3:18][S:19]([CH2:2][CH2:3][CH2:4][CH2:5][CH2:6][CH2:7][CH2:8][CH2:9][CH2:10][CH2:11][CH2:12][C:13]([O:15][CH3:16])=[O:14])(=[O:21])=[O:20]. (6) Given the reactants C(OC(=O)[N:7]([CH2:27][C:28]1[CH:33]=[CH:32][C:31]([Cl:34])=[CH:30][CH:29]=1)[C:8]1[CH:13]=[CH:12][C:11]([CH:14](O)[C:15]2[C:23]3[C:18](=[N:19][CH:20]=[CH:21][CH:22]=3)[NH:17][CH:16]=2)=[C:10]([O:25][CH3:26])[N:9]=1)(C)(C)C.FC(F)(F)C(O)=O.C([SiH](CC)CC)C, predict the reaction product. The product is: [Cl:34][C:31]1[CH:30]=[CH:29][C:28]([CH2:27][NH:7][C:8]2[CH:13]=[CH:12][C:11]([CH2:14][C:15]3[C:23]4[C:18](=[N:19][CH:20]=[CH:21][CH:22]=4)[NH:17][CH:16]=3)=[C:10]([O:25][CH3:26])[N:9]=2)=[CH:33][CH:32]=1. (7) Given the reactants [CH3:1][O:2][C:3]1[CH:8]=[C:7]([N:9]2[CH2:14][CH2:13][N:12]([CH3:15])[CH2:11][CH2:10]2)[CH:6]=[CH:5][C:4]=1[NH:16][C:17]1[N:22]=[CH:21][N:20]=[C:19]([N:23]([C:33]2[CH:38]=[CH:37][CH:36]=[C:35]([N+:39]([O-])=O)[CH:34]=2)[C:24]([NH:26][C:27]2[CH:32]=[CH:31][CH:30]=[CH:29][CH:28]=2)=[O:25])[CH:18]=1.O.O.[Sn](Cl)Cl.C([O-])(O)=O.[Na+], predict the reaction product. The product is: [NH2:39][C:35]1[CH:34]=[C:33]([N:23]([C:19]2[CH:18]=[C:17]([NH:16][C:4]3[CH:5]=[CH:6][C:7]([N:9]4[CH2:10][CH2:11][N:12]([CH3:15])[CH2:13][CH2:14]4)=[CH:8][C:3]=3[O:2][CH3:1])[N:22]=[CH:21][N:20]=2)[C:24]([NH:26][C:27]2[CH:28]=[CH:29][CH:30]=[CH:31][CH:32]=2)=[O:25])[CH:38]=[CH:37][CH:36]=1.